From a dataset of Full USPTO retrosynthesis dataset with 1.9M reactions from patents (1976-2016). Predict the reactants needed to synthesize the given product. (1) Given the product [CH:1]1([N:9]2[C:12](=[O:13])[C:11]([CH3:15])([CH3:14])[N:10]2[CH2:19][C:18]2[CH:21]=[CH:22][CH:23]=[C:24]([Cl:25])[C:17]=2[Cl:16])[CH2:8][CH2:7][CH2:6][CH2:5][CH2:4][CH2:3][CH2:2]1, predict the reactants needed to synthesize it. The reactants are: [CH:1]1([N:9]2[C:12](=[O:13])[C:11]([CH3:15])([CH3:14])[NH:10]2)[CH2:8][CH2:7][CH2:6][CH2:5][CH2:4][CH2:3][CH2:2]1.[Cl:16][C:17]1[C:24]([Cl:25])=[CH:23][CH:22]=[CH:21][C:18]=1[CH2:19]Br. (2) Given the product [Br:9][C:17]1[CH2:16][CH2:15][N:14]([CH:20]2[CH2:25][CH2:24][N:23]([C:26]([O:28][CH2:29][C:30]3[CH:35]=[CH:34][CH:33]=[CH:32][CH:31]=3)=[O:27])[CH2:22][CH2:21]2)[C:13](=[O:12])[CH:18]=1, predict the reactants needed to synthesize it. The reactants are: CN(C=O)C.C(Br)(=O)C([Br:9])=O.[O:12]=[C:13]1[CH2:18][C:17](=O)[CH2:16][CH2:15][N:14]1[CH:20]1[CH2:25][CH2:24][N:23]([C:26]([O:28][CH2:29][C:30]2[CH:35]=[CH:34][CH:33]=[CH:32][CH:31]=2)=[O:27])[CH2:22][CH2:21]1. (3) Given the product [CH3:17][C:16](=[CH2:15])[CH2:18][CH:4]([C:5](=[O:7])[CH3:6])[C:1](=[O:3])[CH3:2], predict the reactants needed to synthesize it. The reactants are: [C:1]([CH2:4][C:5](=[O:7])[CH3:6])(=[O:3])[CH3:2].C([O-])([O-])=O.[K+].[K+].Br[CH2:15][C:16]([CH3:18])=[CH2:17]. (4) Given the product [C:1]([C@@H:5]1[CH2:10][CH2:9][C@H:8]([C:11]2[N:22]3[C:17]([C:18](=[O:33])[NH:19][C:20]([C:23]4[C:32]5[C:27](=[CH:28][CH:29]=[CH:30][CH:31]=5)[CH:26]=[CH:25][N:24]=4)=[N:21]3)=[C:14]([CH2:15][CH3:16])[N:13]=2)[CH2:7][CH2:6]1)([CH3:4])([CH3:3])[CH3:2], predict the reactants needed to synthesize it. The reactants are: [C:1]([C@@H:5]1[CH2:10][CH2:9][C@H:8]([C:11]([NH:13][CH:14]([C:17]2[C:18](=[O:33])[NH:19][C:20]([C:23]3[C:32]4[C:27](=[CH:28][CH:29]=[CH:30][CH:31]=4)[CH:26]=[CH:25][N:24]=3)=[N:21][N:22]=2)[CH2:15][CH3:16])=O)[CH2:7][CH2:6]1)([CH3:4])([CH3:3])[CH3:2].P(Cl)(Cl)(Cl)=O. (5) The reactants are: [F:1][C:2]1[CH:11]=[C:10]2[C:5]([C:6]([CH2:34][CH2:35][CH3:36])([CH2:31][CH2:32][CH3:33])[C:7](=[O:30])[C:8]([C:13]3[NH:18][C:17]4[CH:19]=[CH:20][C:21]([NH:23][S:24]([NH2:27])(=[O:26])=[O:25])=[CH:22][C:16]=4[S:15](=[O:29])(=[O:28])[N:14]=3)=[C:9]2[OH:12])=[CH:4][CH:3]=1.[OH-].[Na+:38]. Given the product [NH2:27][S:24]([NH:23][C:21]1[CH:20]=[CH:19][C:17]2[NH:18][C:13]([C:8]3[C:7](=[O:30])[C:6]([CH2:31][CH2:32][CH3:33])([CH2:34][CH2:35][CH3:36])[C:5]4[C:10](=[CH:11][C:2]([F:1])=[CH:3][CH:4]=4)[C:9]=3[O-:12])=[N:14][S:15](=[O:29])(=[O:28])[C:16]=2[CH:22]=1)(=[O:25])=[O:26].[Na+:38], predict the reactants needed to synthesize it.